This data is from Catalyst prediction with 721,799 reactions and 888 catalyst types from USPTO. The task is: Predict which catalyst facilitates the given reaction. (1) Reactant: C([O:4][C@H:5]1[CH2:10][CH2:9][C@@:8]([C@H:12]2[CH2:20][CH2:19][C@@:18]3([CH3:21])[C@@H:14]([CH2:15][CH2:16][C:17]3=[CH2:22])[C@@H:13]2[CH2:23][N:24]=[N+]=[N-])([CH3:11])[C@@H:7]([CH2:27][N:28]=[N+]=[N-])[CH2:6]1)(=O)C.[H-].[H-].[H-].[H-].[Li+].[Al+3].O.[OH-].[Na+]. Product: [NH2:28][CH2:27][C@@H:7]1[C@:8]([C@H:12]2[CH2:20][CH2:19][C@@:18]3([CH3:21])[C@@H:14]([CH2:15][CH2:16][C:17]3=[CH2:22])[C@@H:13]2[CH2:23][NH2:24])([CH3:11])[CH2:9][CH2:10][C@H:5]([OH:4])[CH2:6]1. The catalyst class is: 36. (2) Reactant: CN(C)[CH:3]=[O:4].C(Cl)(=O)C(Cl)=O.[CH3:12][O:13][C:14]1[CH:18]=[CH:17][O:16][CH:15]=1. Product: [CH3:12][O:13][C:14]1[CH:15]=[CH:3][O:4][C:18]=1[CH:17]=[O:16]. The catalyst class is: 4. (3) Reactant: N#N.C([NH:10][CH:11]1[CH2:16][CH2:15][N:14]([C:17]([O:19][C:20]([CH3:23])([CH3:22])[CH3:21])=[O:18])[CH2:13][C:12]1([F:25])[F:24])C1C=CC=CC=1. Product: [NH2:10][CH:11]1[CH2:16][CH2:15][N:14]([C:17]([O:19][C:20]([CH3:21])([CH3:22])[CH3:23])=[O:18])[CH2:13][C:12]1([F:25])[F:24]. The catalyst class is: 19.